From a dataset of Forward reaction prediction with 1.9M reactions from USPTO patents (1976-2016). Predict the product of the given reaction. (1) Given the reactants FC(F)(F)C(O)=O.Br[CH:9]1[CH2:14][CH2:13][C:12](=O)[NH:11][C:10]1=[O:16].[CH3:17][CH:18]1[CH2:22][CH2:21][CH2:20][N:19]1[CH2:23][CH2:24][CH2:25][O:26][C:27]1[CH:32]=[CH:31][C:30]([C:33](=[S:35])[NH2:34])=[CH:29][CH:28]=1, predict the reaction product. The product is: [CH3:17][CH:18]1[CH2:22][CH2:21][CH2:20][N:19]1[CH2:23][CH2:24][CH2:25][O:26][C:27]1[CH:28]=[CH:29][C:30]([C:33]2[S:35][C:13]3[CH2:14][CH2:9][C:10](=[O:16])[NH:11][C:12]=3[N:34]=2)=[CH:31][CH:32]=1. (2) Given the reactants Cl[S:2]([C:5]1[CH:6]=[C:7]([CH:11]=[CH:12][CH:13]=1)[C:8]([OH:10])=[O:9])(=[O:4])=[O:3].[CH2:14]([NH2:17])[CH:15]=[CH2:16].[OH-].[Na+], predict the reaction product. The product is: [CH2:14]([NH:17][S:2]([C:5]1[CH:6]=[C:7]([CH:11]=[CH:12][CH:13]=1)[C:8]([OH:10])=[O:9])(=[O:4])=[O:3])[CH:15]=[CH2:16].